This data is from Forward reaction prediction with 1.9M reactions from USPTO patents (1976-2016). The task is: Predict the product of the given reaction. Given the reactants [NH:1]1[CH2:4][CH:3]([NH:5][C:6]([CH3:11])([CH3:10])[C:7]([NH2:9])=[O:8])[CH2:2]1.[C:12](OC(N1CC[C@H](N)C1)=O)(C)(C)C, predict the reaction product. The product is: [CH3:11][C:6]([NH:5][C@H:3]1[CH2:2][CH2:12][NH:1][CH2:4]1)([CH3:10])[C:7]([NH2:9])=[O:8].